This data is from Reaction yield outcomes from USPTO patents with 853,638 reactions. The task is: Predict the reaction yield, written as a fraction of the theoretical maximum amount of product (1.0 means a 100% yield; for example, 0.34 means a 34% yield). (1) The reactants are [C:1]([C:4]1[C:9]([NH:10][C:11]([CH:13]2[CH2:18][CH2:17][N:16]([C:19]([O:21][C:22]([CH3:25])([CH3:24])[CH3:23])=[O:20])[CH2:15][CH2:14]2)=O)=[CH:8][CH:7]=[CH:6][C:5]=1[C:26]1[CH:31]=[CH:30][CH:29]=[CH:28][CH:27]=1)(=[O:3])[NH2:2].C[O-].[Na+]. The catalyst is CO. The product is [O:3]=[C:1]1[C:4]2[C:9](=[CH:8][CH:7]=[CH:6][C:5]=2[C:26]2[CH:31]=[CH:30][CH:29]=[CH:28][CH:27]=2)[N:10]=[C:11]([CH:13]2[CH2:18][CH2:17][N:16]([C:19]([O:21][C:22]([CH3:25])([CH3:24])[CH3:23])=[O:20])[CH2:15][CH2:14]2)[NH:2]1. The yield is 0.670. (2) The reactants are [Br:1][C:2]1[CH:7]=[CH:6][C:5]([C:8]2([OH:12])[CH2:11][O:10][CH2:9]2)=[CH:4][CH:3]=1.[C:13]([Si:17](Cl)([CH3:19])[CH3:18])([CH3:16])([CH3:15])[CH3:14].N1C=CN=C1. The catalyst is CN(C=O)C.CN(C)C1C=CN=CC=1.CCOCC. The product is [Br:1][C:2]1[CH:3]=[CH:4][C:5]([C:8]2([O:12][Si:17]([C:13]([CH3:16])([CH3:15])[CH3:14])([CH3:19])[CH3:18])[CH2:9][O:10][CH2:11]2)=[CH:6][CH:7]=1. The yield is 0.760. (3) The reactants are [Cl:1][C:2](Cl)([O:4]C(=O)OC(Cl)(Cl)Cl)Cl.N1C=CC=CC=1.[C:19]12([OH:29])CC3CC(C[CH:21](C3)[CH2:20]1)C2.[C:30]1([CH3:36])[CH:35]=[CH:34][CH:33]=[CH:32][CH:31]=1. No catalyst specified. The product is [C:2]([Cl:1])(=[O:4])[O:29][CH2:19][CH2:20][CH2:21][CH2:31][CH2:32][CH2:33][CH2:34][CH2:35][CH2:30][CH3:36]. The yield is 0.880. (4) The reactants are Br[C:2]1[CH:9]=[CH:8][C:7]([O:10][CH:11]([CH3:13])[CH3:12])=[CH:6][C:3]=1[C:4]#[N:5].C([Li])CCC.[CH3:19][C:20]([O:23][C:24](O[C:24]([O:23][C:20]([CH3:22])([CH3:21])[CH3:19])=[O:25])=[O:25])([CH3:22])[CH3:21]. The catalyst is C1COCC1. The product is [C:4]([C:3]1[CH:6]=[C:7]([O:10][CH:11]([CH3:13])[CH3:12])[CH:8]=[CH:9][C:2]=1[C:24]([O:23][C:20]([CH3:22])([CH3:21])[CH3:19])=[O:25])#[N:5]. The yield is 0.380. (5) The reactants are [NH2:1][C:2]1[CH:7]=[CH:6][C:5]([SH:8])=[CH:4][CH:3]=1.Br[CH2:10][CH2:11][CH2:12][C:13]([O:15][CH2:16][CH3:17])=[O:14]. No catalyst specified. The product is [NH2:1][C:2]1[CH:7]=[CH:6][C:5]([S:8][CH2:10][CH2:11][CH2:12][C:13]([O:15][CH2:16][CH3:17])=[O:14])=[CH:4][CH:3]=1. The yield is 0.0500. (6) The reactants are Cl[C:2]1[N:7]=[CH:6][N:5]=[C:4]([O:8][C:9]2[CH:35]=[CH:34][CH:33]=[CH:32][C:10]=2[CH2:11][NH:12][C:13]([NH:15][C:16]2[N:20]([C:21]3[CH:26]=[CH:25][C:24]([CH3:27])=[CH:23][CH:22]=3)[N:19]=[C:18]([C:28]([CH3:31])([CH3:30])[CH3:29])[CH:17]=2)=[O:14])[CH:3]=1.[CH3:36][N:37]1[CH2:41][CH2:40][CH2:39][CH:38]1[CH2:42][CH2:43][NH2:44].C(N(CC)C(C)C)(C)C.C(=O)(O)[O-].[Na+]. The catalyst is C(O)C. The product is [C:28]([C:18]1[CH:17]=[C:16]([NH:15][C:13]([NH:12][CH2:11][C:10]2[CH:32]=[CH:33][CH:34]=[CH:35][C:9]=2[O:8][C:4]2[CH:3]=[C:2]([NH:44][CH2:43][CH2:42][CH:38]3[CH2:39][CH2:40][CH2:41][N:37]3[CH3:36])[N:7]=[CH:6][N:5]=2)=[O:14])[N:20]([C:21]2[CH:26]=[CH:25][C:24]([CH3:27])=[CH:23][CH:22]=2)[N:19]=1)([CH3:31])([CH3:30])[CH3:29]. The yield is 0.670. (7) The reactants are [C:1]([O:5][C:6]([N:8]1[CH2:12][CH2:11][CH2:10][CH:9]1[C:13]1[NH:14][C:15]([C:18]2[CH:23]=[CH:22][C:21]([Cl:24])=[CH:20][C:19]=2[CH:25]=O)=[CH:16][N:17]=1)=[O:7])([CH3:4])([CH3:3])[CH3:2].NO.CC([Si](Cl)(C)C)(C)C.[NH:37]1C=CN=C1. The catalyst is C(O)C.CCOC(C)=O.CN(C=O)C. The product is [C:1]([O:5][C:6]([N:8]1[CH2:12][CH2:11][CH2:10][CH:9]1[C:13]1[NH:14][C:15]([C:18]2[CH:23]=[CH:22][C:21]([Cl:24])=[CH:20][C:19]=2[C:25]#[N:37])=[CH:16][N:17]=1)=[O:7])([CH3:4])([CH3:3])[CH3:2]. The yield is 0.510.